The task is: Predict the product of the given reaction.. This data is from Forward reaction prediction with 1.9M reactions from USPTO patents (1976-2016). (1) Given the reactants Br[C:2]1[C:6]2[CH:7]=[C:8]([CH2:11][O:12][C:13]3[N:18]=[CH:17][C:16]([CH:19]([C:26]#[C:27][CH3:28])[CH2:20][C:21]([O:23][CH2:24][CH3:25])=[O:22])=[CH:15][CH:14]=3)[CH:9]=[CH:10][C:5]=2[S:4][CH:3]=1.[CH3:29][C:30]1([CH2:36][O:37][C:38]2[CH:43]=[CH:42][C:41](B3OC(C)(C)C(C)(C)O3)=[C:40]([CH3:53])[CH:39]=2)[CH2:33][S:32](=[O:35])(=[O:34])[CH2:31]1.C([O-])([O-])=O.[Cs+].[Cs+], predict the reaction product. The product is: [CH3:53][C:40]1[CH:39]=[C:38]([O:37][CH2:36][C:30]2([CH3:29])[CH2:33][S:32](=[O:35])(=[O:34])[CH2:31]2)[CH:43]=[CH:42][C:41]=1[C:2]1[C:6]2[CH:7]=[C:8]([CH2:11][O:12][C:13]3[N:18]=[CH:17][C:16]([CH:19]([C:26]#[C:27][CH3:28])[CH2:20][C:21]([O:23][CH2:24][CH3:25])=[O:22])=[CH:15][CH:14]=3)[CH:9]=[CH:10][C:5]=2[S:4][CH:3]=1. (2) Given the reactants [C:14]1(P([C:14]2[CH:19]=[CH:18][CH:17]=[CH:16][CH:15]=2)[C:14]2[CH:19]=[CH:18][CH:17]=[CH:16][CH:15]=2)[CH:19]=[CH:18][CH:17]=[CH:16][CH:15]=1.O1CCOCC1.Br[C:27]1[N:35]2[C:30]([CH:31]=[N:32][C:33]([NH:36][C:37]3[CH:51]=[CH:50][C:40]4[CH2:41][CH2:42][N:43]([CH2:46][CH2:47][O:48][CH3:49])[CH2:44][CH2:45][C:39]=4[CH:38]=3)=[N:34]2)=[CH:29][CH:28]=1.C1(B(O)O)C=CC=CC=1.CN(C)C=O.O, predict the reaction product. The product is: [CH3:49][O:48][CH2:47][CH2:46][N:43]1[CH2:44][CH2:45][C:39]2[CH:38]=[C:37]([NH:36][C:33]3[N:32]=[CH:31][C:30]4=[CH:29][CH:28]=[C:27]([C:14]5[CH:15]=[CH:16][CH:17]=[CH:18][CH:19]=5)[N:35]4[N:34]=3)[CH:51]=[CH:50][C:40]=2[CH2:41][CH2:42]1. (3) Given the reactants [N+:1]([C:4]1[CH:9]=[CH:8][C:7]([C:10]2([CH2:14][OH:15])[CH2:13][CH2:12][CH2:11]2)=[CH:6][CH:5]=1)([O-])=O, predict the reaction product. The product is: [NH2:1][C:4]1[CH:5]=[CH:6][C:7]([C:10]2([CH2:14][OH:15])[CH2:13][CH2:12][CH2:11]2)=[CH:8][CH:9]=1.